Dataset: Full USPTO retrosynthesis dataset with 1.9M reactions from patents (1976-2016). Task: Predict the reactants needed to synthesize the given product. (1) Given the product [CH:19]1([CH2:18][O:10][C:9]2[CH:8]=[CH:7][C:4]([CH:5]=[O:6])=[CH:3][C:2]=2[OH:1])[CH2:21][CH2:20]1, predict the reactants needed to synthesize it. The reactants are: [OH:1][C:2]1[CH:3]=[C:4]([CH:7]=[CH:8][C:9]=1[OH:10])[CH:5]=[O:6].C([O-])([O-])=O.[K+].[K+].Br[CH2:18][CH:19]1[CH2:21][CH2:20]1.Cl. (2) Given the product [ClH:12].[O:16]1[CH2:17][CH2:18][N:13]([S:9]([C:4]2[CH:5]=[CH:6][CH:7]=[CH:8][C:3]=2[CH2:1][NH2:2])(=[O:11])=[O:10])[CH2:14][CH2:15]1, predict the reactants needed to synthesize it. The reactants are: [C:1]([C:3]1[CH:8]=[CH:7][CH:6]=[CH:5][C:4]=1[S:9]([Cl:12])(=[O:11])=[O:10])#[N:2].[NH:13]1[CH2:18][CH2:17][O:16][CH2:15][CH2:14]1.Cl.NCC1C=CC=CC=1S(NCC)(=O)=O. (3) Given the product [C:25]1([C:34]2[CH:35]=[CH:36][CH:37]=[CH:38][CH:39]=2)[CH:26]=[CH:27][CH:28]=[CH:29][C:30]=1[C:2]1[CH:3]=[C:4]([NH:12][C:13]2[N:21]=[CH:20][C:19]([CH:22]3[CH2:24][CH2:23]3)=[CH:18][C:14]=2[C:15]([OH:17])=[O:16])[CH:5]=[C:6]2[C:10]=1[N:9]([CH3:11])[CH:8]=[CH:7]2, predict the reactants needed to synthesize it. The reactants are: Br[C:2]1[CH:3]=[C:4]([NH:12][C:13]2[N:21]=[CH:20][C:19]([CH:22]3[CH2:24][CH2:23]3)=[CH:18][C:14]=2[C:15]([OH:17])=[O:16])[CH:5]=[C:6]2[C:10]=1[N:9]([CH3:11])[CH:8]=[CH:7]2.[C:25]1([C:34]2[CH:39]=[CH:38][CH:37]=[CH:36][CH:35]=2)[C:26](B(O)O)=[CH:27][CH:28]=[CH:29][CH:30]=1.P([O-])([O-])([O-])=O.[K+].[K+].[K+].Cl. (4) Given the product [I-:17].[F:1][C:2]([F:16])([F:15])[C:3]1[CH:4]=[C:5]([CH:8]=[C:9]([C:11]([F:14])([F:13])[F:12])[CH:10]=1)[CH2:6][P+:25]([C:26]1[CH:27]=[CH:28][CH:29]=[CH:30][CH:31]=1)([C:32]1[CH:37]=[CH:36][CH:35]=[CH:34][CH:33]=1)[C:22]1[CH:21]=[CH:20][CH:19]=[CH:24][CH:23]=1, predict the reactants needed to synthesize it. The reactants are: [F:1][C:2]([F:16])([F:15])[C:3]1[CH:4]=[C:5]([CH:8]=[C:9]([C:11]([F:14])([F:13])[F:12])[CH:10]=1)[CH2:6]Br.[I-:17].[Na+].[CH:19]1[CH:24]=[CH:23][C:22]([P:25]([C:32]2[CH:37]=[CH:36][CH:35]=[CH:34][CH:33]=2)[C:26]2[CH:31]=[CH:30][CH:29]=[CH:28][CH:27]=2)=[CH:21][CH:20]=1.